Predict the reactants needed to synthesize the given product. From a dataset of Full USPTO retrosynthesis dataset with 1.9M reactions from patents (1976-2016). (1) Given the product [C:27]([Si:24]([CH3:26])([CH3:25])[O:23][C:18]1[CH:17]=[CH:16][C:15]([B:1]([OH:6])[OH:2])=[CH:22][C:19]=1[C:20]#[N:21])([CH3:30])([CH3:29])[CH3:28], predict the reactants needed to synthesize it. The reactants are: [B:1](OC(C)C)([O:6]C(C)C)[O:2]C(C)C.Br[C:15]1[CH:16]=[CH:17][C:18]([O:23][Si:24]([C:27]([CH3:30])([CH3:29])[CH3:28])([CH3:26])[CH3:25])=[C:19]([CH:22]=1)[C:20]#[N:21].C([Li])CCC.Cl. (2) Given the product [CH3:29][O:28][C:14]1[CH:15]=[C:16]([CH:26]=[CH:27][C:13]=1[NH:12][C:4]1[N:3]=[C:2]([NH:30][C:31]2[CH:41]=[CH:40][CH:39]=[CH:38][C:32]=2[C:33](=[O:34])[NH:35][O:36][CH3:37])[C:7]([C:8]([F:11])([F:10])[F:9])=[CH:6][N:5]=1)[CH2:17][P:18](=[O:25])([O:22][CH2:23][CH3:24])[O:19][CH2:20][CH3:21], predict the reactants needed to synthesize it. The reactants are: Cl[C:2]1[C:7]([C:8]([F:11])([F:10])[F:9])=[CH:6][N:5]=[C:4]([NH:12][C:13]2[CH:27]=[CH:26][C:16]([CH2:17][P:18](=[O:25])([O:22][CH2:23][CH3:24])[O:19][CH2:20][CH3:21])=[CH:15][C:14]=2[O:28][CH3:29])[N:3]=1.[NH2:30][C:31]1[CH:41]=[CH:40][CH:39]=[CH:38][C:32]=1[C:33]([NH:35][O:36][CH3:37])=[O:34]. (3) Given the product [CH2:64]([O:66][C:67]([N:69]1[CH2:70][CH2:71][N:72]([C:75](=[O:87])[C@@H:76]([NH:86][C:27]([C:18]2[CH:17]=[C:16]([O:15][CH2:14][C:13]([N:9]3[CH2:10][CH2:11][CH2:12][C@H:8]3[C:6](=[O:7])[NH:5][CH:1]3[CH2:4][CH2:3][CH2:2]3)=[O:30])[N:20]([C:21]3[CH:26]=[CH:25][CH:24]=[CH:23][CH:22]=3)[N:19]=2)=[O:28])[CH2:77][NH:85][C:88]([O:91][C:43]([CH3:42])([CH3:44])[CH3:55])=[O:90])[CH2:73][CH2:74]1)=[O:68])[CH3:65], predict the reactants needed to synthesize it. The reactants are: [CH:1]1([NH:5][C:6]([C@@H:8]2[CH2:12][CH2:11][CH2:10][N:9]2[C:13](=[O:30])[CH2:14][O:15][C:16]2[N:20]([C:21]3[CH:26]=[CH:25][CH:24]=[CH:23][CH:22]=3)[N:19]=[C:18]([C:27](O)=[O:28])[CH:17]=2)=[O:7])[CH2:4][CH2:3][CH2:2]1.CN(C(ON1N=NC2[CH:42]=[CH:43][CH:44]=NC1=2)=[N+](C)C)C.F[P-](F)(F)(F)(F)F.[CH3:55]CN(C(C)C)C(C)C.[CH2:64]([O:66][C:67]([N:69]1[CH2:74][CH2:73][N:72]([C:75](=[O:87])[C@@H:76]([NH2:86])[CH:77]([NH2:85])C(OC(C)(C)C)=O)[CH2:71][CH2:70]1)=[O:68])[CH3:65].[C:88]([O:91]CC)(=[O:90])C. (4) The reactants are: [CH3:1][C:2]1[NH:6][C:5]2[CH:7]=[C:8]([C:11]3[CH:12]=[CH:13][C:14]4[O:20][CH2:19][CH2:18][N:17]([C:21]5[C:30]6[C:25](=[C:26]([O:39][CH3:40])[C:27]([O:31][CH2:32]C7C=CC=CC=7)=[CH:28][CH:29]=6)[N:24]=[CH:23][N:22]=5)[CH2:16][C:15]=4[CH:41]=3)[CH:9]=[CH:10][C:4]=2[N:3]=1.BrC[C:44]1[CH:53]=[CH:52][C:51]2[C:46](=[CH:47][CH:48]=[CH:49][CH:50]=2)[N:45]=1. Given the product [CH3:1][C:2]1[NH:6][C:5]2[CH:7]=[C:8]([C:11]3[CH:12]=[CH:13][C:14]4[O:20][CH2:19][CH2:18][N:17]([C:21]5[C:30]6[C:25](=[C:26]([O:39][CH3:40])[C:27]([O:31][CH2:32][C:44]7[CH:53]=[CH:52][C:51]8[C:46](=[CH:47][CH:48]=[CH:49][CH:50]=8)[N:45]=7)=[CH:28][CH:29]=6)[N:24]=[CH:23][N:22]=5)[CH2:16][C:15]=4[CH:41]=3)[CH:9]=[CH:10][C:4]=2[N:3]=1, predict the reactants needed to synthesize it. (5) Given the product [CH:1]1([N:5]2[CH2:6][CH2:7][CH:8]([CH2:11][CH:12]3[CH2:17][CH2:16][N:15]([C:19]4[CH:20]=[CH:21][C:22]([C:25]#[N:26])=[N:23][CH:24]=4)[CH2:14][CH2:13]3)[CH2:9][CH2:10]2)[CH2:4][CH2:3][CH2:2]1, predict the reactants needed to synthesize it. The reactants are: [CH:1]1([N:5]2[CH2:10][CH2:9][CH:8]([CH2:11][CH:12]3[CH2:17][CH2:16][NH:15][CH2:14][CH2:13]3)[CH2:7][CH2:6]2)[CH2:4][CH2:3][CH2:2]1.Br[C:19]1[CH:20]=[CH:21][C:22]([C:25]#[N:26])=[N:23][CH:24]=1. (6) Given the product [CH3:29][O:28][C:26]1[CH:25]=[C:24](/[CH:30]=[C:15](/[C:9]2[C:8]3[C:12](=[CH:13][CH:14]=[C:6]([O:5][CH3:4])[CH:7]=3)[NH:11][CH:10]=2)\[C:16]#[N:17])[CH:21]=[C:20]([O:19][CH3:18])[CH:27]=1, predict the reactants needed to synthesize it. The reactants are: C[O-].[Na+].[CH3:4][O:5][C:6]1[CH:7]=[C:8]2[C:12](=[CH:13][CH:14]=1)[NH:11][CH:10]=[C:9]2[CH2:15][C:16]#[N:17].[CH3:18][O:19][C:20]1[CH:27]=[C:26]([O:28][CH3:29])[CH:25]=[CH:24][C:21]=1C=O.[CH2:30](OCC)C. (7) Given the product [CH3:1][O:2][CH:3]1[CH2:6][N:5]([C:7]2[CH:8]=[CH:9][C:10]([NH2:13])=[N:11][CH:12]=2)[CH2:4]1, predict the reactants needed to synthesize it. The reactants are: [CH3:1][O:2][CH:3]1[CH2:6][N:5]([C:7]2[CH:8]=[CH:9][C:10]([N+:13]([O-])=O)=[N:11][CH:12]=2)[CH2:4]1. (8) Given the product [CH2:19]([O:21][C:54]([C:2]1[CH:7]=[CH:6][C:5]([S:8]([CH3:11])(=[O:10])=[O:9])=[CH:4][N:3]=1)=[O:55])[CH3:20], predict the reactants needed to synthesize it. The reactants are: Br[C:2]1[CH:7]=[CH:6][C:5]([S:8]([CH3:11])(=[O:10])=[O:9])=[CH:4][N:3]=1.CCN(CC)CC.[CH2:19]([OH:21])[CH3:20].C1(P(C2C=CC=CC=2)CCCP(C2C=CC=CC=2)C2C=CC=CC=2)C=CC=CC=1.CN([CH:54]=[O:55])C. (9) Given the product [CH:12]([N:11]([C:3]1[C:4]([N+:8]([O-:10])=[O:9])=[CH:5][CH:6]=[CH:7][C:2]=1[CH3:1])[CH2:23][C:24]([O:26][CH2:27][CH3:28])=[O:25])=[O:13], predict the reactants needed to synthesize it. The reactants are: [CH3:1][C:2]1[CH:7]=[CH:6][CH:5]=[C:4]([N+:8]([O-:10])=[O:9])[C:3]=1[NH:11][CH:12]=[O:13].C(=O)([O-])[O-].[K+].[K+].[I-].[K+].Br[CH2:23][C:24]([O:26][CH2:27][CH3:28])=[O:25]. (10) Given the product [NH2:21][C:19]1[S:20][CH:2]=[C:3]([C:5]2[CH:10]=[CH:9][C:8]([C:11]3([C:14]([O:16][CH3:17])=[O:15])[CH2:13][CH2:12]3)=[CH:7][CH:6]=2)[N:18]=1, predict the reactants needed to synthesize it. The reactants are: Cl[CH2:2][C:3]([C:5]1[CH:10]=[CH:9][C:8]([C:11]2([C:14]([O:16][CH3:17])=[O:15])[CH2:13][CH2:12]2)=[CH:7][CH:6]=1)=O.[NH2:18][C:19]([NH2:21])=[S:20].